This data is from Catalyst prediction with 721,799 reactions and 888 catalyst types from USPTO. The task is: Predict which catalyst facilitates the given reaction. (1) Product: [CH:47]1[C:48]2[CH:4]([CH2:1][O:5][C:6]([NH:8][C@@H:9]([CH2:14][C:15]3[CH:16]=[CH:17][C:18]([O:21][CH2:22][C:23]#[CH:24])=[CH:19][CH:20]=3)[C:10]([O:12][CH3:13])=[O:11])=[O:7])[C:37]3[C:42](=[CH:41][CH:40]=[CH:39][CH:38]=3)[C:43]=2[CH:44]=[CH:45][CH:46]=1. Reactant: [C:1]([O:5][C:6]([NH:8][C@@H:9]([CH2:14][C:15]1[CH:20]=[CH:19][C:18]([O:21][CH2:22][C:23]#[CH:24])=[CH:17][CH:16]=1)[C:10]([O:12][CH3:13])=[O:11])=[O:7])([CH3:4])(C)C.C(O)(C(F)(F)F)=O.C(ON1C(=O)CCC1=O)(OCC1[C:48]2[C:43](=[CH:44][CH:45]=[CH:46][CH:47]=2)[C:42]2[C:37]1=[CH:38][CH:39]=[CH:40][CH:41]=2)=O.Cl. The catalyst class is: 168. (2) Reactant: [F:1][C:2]([F:11])([F:10])[C:3]1[CH:4]=[CH:5][C:6]([NH2:9])=[N:7][CH:8]=1.[N+:12]([O-])([OH:14])=[O:13].[OH-].[Na+]. Product: [N+:12]([C:5]1[C:6]([NH2:9])=[N:7][CH:8]=[C:3]([C:2]([F:1])([F:10])[F:11])[CH:4]=1)([O-:14])=[O:13]. The catalyst class is: 82. (3) Reactant: [OH:1][CH:2]([C:37]1[CH:42]=[CH:41][C:40]([C:43]([F:46])([F:45])[F:44])=[CH:39][C:38]=1[O:47][CH3:48])[C:3]1[N:4]([C:8]2[CH:12]=[CH:11][N:10]([S:13]([C:16]3[CH:22]=[CH:21][C:19]([CH3:20])=[CH:18][CH:17]=3)(=[O:15])=[O:14])[C:9]=2[C:23]([C:25]2[CH:30]=[CH:29][C:28]([C:31]([F:34])([F:33])[F:32])=[CH:27][C:26]=2[O:35][CH3:36])=[O:24])[CH:5]=[CH:6][CH:7]=1. Product: [S:13]([N:10]1[CH:11]=[CH:12][C:8]([N:4]2[CH:5]=[CH:6][CH:7]=[C:3]2[C:2]([C:37]2[CH:42]=[CH:41][C:40]([C:43]([F:44])([F:45])[F:46])=[CH:39][C:38]=2[O:47][CH3:48])=[O:1])=[C:9]1[C:23]([C:25]1[CH:30]=[CH:29][C:28]([C:31]([F:34])([F:32])[F:33])=[CH:27][C:26]=1[O:35][CH3:36])=[O:24])([C:16]1[CH:17]=[CH:18][C:19]([CH3:20])=[CH:21][CH:22]=1)(=[O:14])=[O:15]. The catalyst class is: 16. (4) Reactant: [CH:1]([N:3]1[CH2:8][CH2:7][N:6]([C:9](=[S:11])[NH2:10])[CH2:5][CH2:4]1)=[O:2].[CH3:12][I:13]. Product: [IH:13].[CH:1]([N:3]1[CH2:8][CH2:7][N:6]([C:9](=[NH:10])[S:11][CH3:12])[CH2:5][CH2:4]1)=[O:2]. The catalyst class is: 5. (5) Reactant: [OH:1][C:2]1[CH:3]=[C:4]2[C:9](=[CH:10][CH:11]=1)[N:8]=[C:7]([C:12]1[CH:19]=[CH:18][C:15]([C:16]#[N:17])=[CH:14][CH:13]=1)[CH:6]=[CH:5]2.[NH2:20][OH:21].Cl. Product: [OH:21][NH:20][C:16](=[NH:17])[C:15]1[CH:14]=[CH:13][C:12]([C:7]2[CH:6]=[CH:5][C:4]3[C:9](=[CH:10][CH:11]=[C:2]([OH:1])[CH:3]=3)[N:8]=2)=[CH:19][CH:18]=1. The catalyst class is: 14. (6) Reactant: [Cl:1][C:2]1[C:10]2[CH:9]=[C:8]([C:11]([O:13]C)=[O:12])[S:7][C:6]=2[CH:5]=[CH:4][C:3]=1[Cl:15].O.[OH-].[Li+].O. Product: [Cl:1][C:2]1[C:10]2[CH:9]=[C:8]([C:11]([OH:13])=[O:12])[S:7][C:6]=2[CH:5]=[CH:4][C:3]=1[Cl:15]. The catalyst class is: 5. (7) Reactant: O[CH2:2][CH:3]([CH3:32])[CH2:4][CH2:5][CH2:6][CH2:7][CH2:8][CH2:9][CH2:10][N:11]1[CH2:31][CH2:30][C:14]2([O:19][CH2:18][CH2:17][N:16]([C:20]([C:22]3[N:23]=[C:24]([CH:27]([CH3:29])[CH3:28])[S:25][CH:26]=3)=[O:21])[CH2:15]2)[CH2:13][CH2:12]1.C(Br)(Br)(Br)[Br:34].N1C=CN=C1.C1(P(C2C=CC=CC=2)C2C=CC=CC=2)C=CC=CC=1. Product: [Br:34][CH2:2][CH:3]([CH3:32])[CH2:4][CH2:5][CH2:6][CH2:7][CH2:8][CH2:9][CH2:10][N:11]1[CH2:31][CH2:30][C:14]2([O:19][CH2:18][CH2:17][N:16]([C:20]([C:22]3[N:23]=[C:24]([CH:27]([CH3:29])[CH3:28])[S:25][CH:26]=3)=[O:21])[CH2:15]2)[CH2:13][CH2:12]1. The catalyst class is: 34.